Task: Predict which catalyst facilitates the given reaction.. Dataset: Catalyst prediction with 721,799 reactions and 888 catalyst types from USPTO (1) Reactant: C(N(CC)CC)C.[CH3:8][N:9]([CH3:14])[S:10](Cl)(=[O:12])=[O:11].[CH3:15][C:16]1[N:20]([C:21]2[CH:26]=[CH:25][C:24]([C:27]([F:30])([F:29])[F:28])=[CH:23][N:22]=2)[N:19]=[CH:18][C:17]=1[C:31]([NH:33][C:34]1[CH:35]=[N:36][C:37]([CH:41]2[CH2:46][CH2:45][NH:44][CH2:43][CH2:42]2)=[C:38]([CH3:40])[CH:39]=1)=[O:32].ClCCl. Product: [CH3:8][N:9]([CH3:14])[S:10]([N:44]1[CH2:43][CH2:42][CH:41]([C:37]2[N:36]=[CH:35][C:34]([NH:33][C:31]([C:17]3[CH:18]=[N:19][N:20]([C:21]4[CH:26]=[CH:25][C:24]([C:27]([F:30])([F:29])[F:28])=[CH:23][N:22]=4)[C:16]=3[CH3:15])=[O:32])=[CH:39][C:38]=2[CH3:40])[CH2:46][CH2:45]1)(=[O:12])=[O:11]. The catalyst class is: 6. (2) Reactant: [CH2:1]([C@@H:8]1[CH2:13][NH:12][CH2:11][CH2:10][N:9]1[C:14]([C:16]1[CH:20]=[C:19]([CH3:21])[N:18]([C:22]2[CH:27]=[CH:26][CH:25]=[CH:24][C:23]=2[OH:28])[C:17]=1[C:29]1[CH:34]=[CH:33][CH:32]=[CH:31][CH:30]=1)=[O:15])[C:2]1[CH:7]=[CH:6][CH:5]=[CH:4][CH:3]=1.[C:35](O[C:35]([O:37][C:38]([CH3:41])([CH3:40])[CH3:39])=[O:36])([O:37][C:38]([CH3:41])([CH3:40])[CH3:39])=[O:36]. Product: [CH2:1]([C@H:8]1[N:9]([C:14]([C:16]2[CH:20]=[C:19]([CH3:21])[N:18]([C:22]3[CH:27]=[CH:26][CH:25]=[CH:24][C:23]=3[OH:28])[C:17]=2[C:29]2[CH:34]=[CH:33][CH:32]=[CH:31][CH:30]=2)=[O:15])[CH2:10][CH2:11][N:12]([C:35]([O:37][C:38]([CH3:41])([CH3:40])[CH3:39])=[O:36])[CH2:13]1)[C:2]1[CH:3]=[CH:4][CH:5]=[CH:6][CH:7]=1. The catalyst class is: 4. (3) Reactant: C([O:4][CH2:5][CH2:6][O:7][CH2:8][C:9]1[CH:14]=[C:13]([Cl:15])[CH:12]=[C:11]([Cl:16])[C:10]=1[C:17]#[N:18])(=O)C.[OH-].[Na+]. Product: [NH2:18][CH2:17][C:10]1[C:11]([Cl:16])=[CH:12][C:13]([Cl:15])=[CH:14][C:9]=1[CH2:8][O:7][CH2:6][CH2:5][OH:4]. The catalyst class is: 36. (4) Reactant: ClC1C=CC=C(C(OO)=[O:9])C=1.[NH2:12][C:13]1[C:20]([I:21])=[CH:19][C:16]([C:17]#[N:18])=[C:15]([S:22][CH3:23])[N:14]=1.C(OCC)(=O)C. Product: [NH2:12][C:13]1[C:20]([I:21])=[CH:19][C:16]([C:17]#[N:18])=[C:15]([S:22]([CH3:23])=[O:9])[N:14]=1. The catalyst class is: 4. (5) Reactant: [C:1]([O:5][C:6]([NH:8][C@H:9]([C:29](=[O:45])/[CH:30]=[CH:31]/[C:32](=[O:44])[NH:33][C@H:34]1[C:43]2[C:38](=[CH:39][CH:40]=[CH:41][CH:42]=2)[CH2:37][CH2:36][CH2:35]1)[CH2:10][C:11]1[CH:28]=[CH:27][C:14]([O:15][CH2:16][C:17]2[CH:26]=[CH:25][C:20]([C:21]([O:23][CH3:24])=[O:22])=[CH:19][CH:18]=2)=[CH:13][CH:12]=1)=[O:7])([CH3:4])([CH3:3])[CH3:2].[CH2:46]=[CH:47][CH:48]=[CH2:49]. Product: [C:1]([O:5][C:6]([NH:8][C@H:9]([C:29](=[O:45])[C@@H:30]1[C@@H:31]([C:32](=[O:44])[NH:33][C@H:34]2[C:43]3[C:38](=[CH:39][CH:40]=[CH:41][CH:42]=3)[CH2:37][CH2:36][CH2:35]2)[CH2:49][CH:48]=[CH:47][CH2:46]1)[CH2:10][C:11]1[CH:28]=[CH:27][C:14]([O:15][CH2:16][C:17]2[CH:26]=[CH:25][C:20]([C:21]([O:23][CH3:24])=[O:22])=[CH:19][CH:18]=2)=[CH:13][CH:12]=1)=[O:7])([CH3:4])([CH3:2])[CH3:3]. The catalyst class is: 11. (6) Product: [N+:1]([C:4]1[CH:9]=[C:8]2[C:7]([CH:16]=[C:17]([C:18]3[CH:23]=[CH:22][CH:21]=[CH:20][CH:19]=3)[NH:10]2)=[CH:6][CH:5]=1)([O-:3])=[O:2]. The catalyst class is: 60. Reactant: [N+:1]([C:4]1[CH:5]=[CH:6][C:7]([C:16]#[C:17][C:18]2[CH:23]=[CH:22][CH:21]=[CH:20][CH:19]=2)=[C:8]([NH:10]C(=O)CCC)[CH:9]=1)([O-:3])=[O:2].CC(C)([O-])C.[K+].O. (7) Reactant: C([Li])CCC.C(NC(C)C)(C)C.[CH:13]1([C:16]([O:18][C:19]([CH3:22])([CH3:21])[CH3:20])=[O:17])[CH2:15][CH2:14]1.[Br:23][C:24]1[CH:25]=[C:26]([CH:29]=[CH:30][C:31]=1[Cl:32])[CH:27]=[O:28].[Cl-].[NH4+]. Product: [Br:23][C:24]1[CH:25]=[C:26]([CH:27]([OH:28])[C:13]2([C:16]([O:18][C:19]([CH3:22])([CH3:21])[CH3:20])=[O:17])[CH2:15][CH2:14]2)[CH:29]=[CH:30][C:31]=1[Cl:32]. The catalyst class is: 323.